This data is from Aqueous solubility values for 9,982 compounds from the AqSolDB database. The task is: Regression/Classification. Given a drug SMILES string, predict its absorption, distribution, metabolism, or excretion properties. Task type varies by dataset: regression for continuous measurements (e.g., permeability, clearance, half-life) or binary classification for categorical outcomes (e.g., BBB penetration, CYP inhibition). For this dataset (solubility_aqsoldb), we predict Y. The Y is 1.56 log mol/L. The drug is CNC.